Task: Predict the reactants needed to synthesize the given product.. Dataset: Full USPTO retrosynthesis dataset with 1.9M reactions from patents (1976-2016) (1) The reactants are: C[O:2][C:3]([C:5]1[S:6][C:7]([C:10]2[N:14]([C:15]3[CH:20]=[CH:19][C:18]([OH:21])=[CH:17][CH:16]=3)[C:13]3[CH:22]=[CH:23][CH:24]=[CH:25][C:12]=3[N:11]=2)=[CH:8][CH:9]=1)=[O:4].[OH-].[Na+].Cl.[CH2:29]1COCC1.CO. Given the product [CH3:29][O:21][C:18]1[CH:19]=[CH:20][C:15]([N:14]2[C:13]3[CH:22]=[CH:23][CH:24]=[CH:25][C:12]=3[N:11]=[C:10]2[C:7]2[S:6][C:5]([C:3]([OH:2])=[O:4])=[CH:9][CH:8]=2)=[CH:16][CH:17]=1, predict the reactants needed to synthesize it. (2) Given the product [Cl:1][C:2]1[CH:22]=[CH:21][C:5]([C:6]2[CH:7]=[CH:8][C:9]([CH2:19][CH3:20])=[C:10]([CH:12]3[C:16](=[O:15])[CH:17]=[CH:18][CH:14]3[OH:25])[CH:11]=2)=[CH:4][CH:3]=1, predict the reactants needed to synthesize it. The reactants are: [Cl:1][C:2]1[CH:22]=[CH:21][C:5]([C:6]2[CH:7]=[CH:8][C:9]([CH2:19][CH3:20])=[C:10]([CH:12]([C:14]3[O:15][CH:16]=[CH:17][CH:18]=3)O)[CH:11]=2)=[CH:4][CH:3]=1.CC(C)=[O:25]. (3) Given the product [Cl:32][C:28]1[CH:27]=[C:26]2[C:31]([C:22]([NH:5][C:4]3[CH:6]=[C:7]([CH2:15][N:16]4[CH2:20][CH2:19][CH2:18][CH2:17]4)[C:8]([N:9]4[CH2:10][CH2:11][O:12][CH2:13][CH2:14]4)=[C:2]([CH3:1])[CH:3]=3)=[CH:23][CH:24]=[N:25]2)=[CH:30][CH:29]=1, predict the reactants needed to synthesize it. The reactants are: [CH3:1][C:2]1[CH:3]=[C:4]([CH:6]=[C:7]([CH2:15][N:16]2[CH2:20][CH2:19][CH2:18][CH2:17]2)[C:8]=1[N:9]1[CH2:14][CH2:13][O:12][CH2:11][CH2:10]1)[NH2:5].Cl[C:22]1[C:31]2[C:26](=[CH:27][C:28]([Cl:32])=[CH:29][CH:30]=2)[N:25]=[CH:24][CH:23]=1.Cl. (4) The reactants are: C(OC1C(=O)N=C(CC2(N3C4=NC=CC=C4C=C3)CCCC2)N2CCN(C)C(=O)C=12)C1C=CC=CC=1.O[CH2:38][CH2:39][N:40]([CH:73]([CH3:75])[CH3:74])[C:41]([C:43]1[C:48]([O:49][CH2:50][C:51]2[CH:56]=[CH:55][CH:54]=[CH:53][CH:52]=2)=[C:47]([OH:57])[N:46]=[C:45]([CH2:58][C:59]2([N:64]3[C:68]4=[N:69][CH:70]=[CH:71][CH:72]=[C:67]4[CH:66]=[CH:65]3)[CH2:63][CH2:62][CH2:61][CH2:60]2)[N:44]=1)=[O:42]. Given the product [CH2:50]([O:49][C:48]1[C:47](=[O:57])[N:46]=[C:45]([CH2:58][C:59]2([N:64]3[C:68]4=[N:69][CH:70]=[CH:71][CH:72]=[C:67]4[CH:66]=[CH:65]3)[CH2:63][CH2:62][CH2:61][CH2:60]2)[N:44]2[CH2:38][CH2:39][N:40]([CH:73]([CH3:74])[CH3:75])[C:41](=[O:42])[C:43]=12)[C:51]1[CH:56]=[CH:55][CH:54]=[CH:53][CH:52]=1, predict the reactants needed to synthesize it. (5) The reactants are: [CH3:1][C:2]1[CH:3]=[C:4](I)[CH:5]=[C:6]([CH3:8])[CH:7]=1.[OH-:10].[Cs+]. Given the product [CH3:1][C:2]1[CH:3]=[C:4]([OH:10])[CH:5]=[C:6]([CH3:8])[CH:7]=1, predict the reactants needed to synthesize it. (6) Given the product [CH2:3]1[CH:14]2[CH:6]([NH:7][C:8]3[C:9]([C:15]([NH:17][C@@H:18]([CH3:24])[C:19]([OH:21])=[O:20])=[O:16])=[CH:10][CH:11]=[CH:12][C:13]=32)[CH2:5][CH2:4]1, predict the reactants needed to synthesize it. The reactants are: [OH-].[Li+].[CH2:3]1[CH:14]2[CH:6]([NH:7][C:8]3[C:9]([C:15]([NH:17][C@@H:18]([CH3:24])[C:19]([O:21]CC)=[O:20])=[O:16])=[CH:10][CH:11]=[CH:12][C:13]=32)[CH2:5][CH2:4]1. (7) Given the product [Cl:20][C:11]1[CH:12]=[C:13]([CH:14]2[CH2:15][CH2:16][CH2:17][CH2:18][CH2:19]2)[C:7]2[O:6][CH:5]([CH2:4][NH2:1])[CH2:9][C:8]=2[CH:10]=1, predict the reactants needed to synthesize it. The reactants are: [N:1]([CH2:4][CH:5]1[CH2:9][C:8]2[CH:10]=[C:11]([Cl:20])[CH:12]=[C:13]([CH:14]3[CH2:19][CH2:18][CH2:17][CH2:16][CH2:15]3)[C:7]=2[O:6]1)=[N+]=[N-]. (8) The reactants are: N1C=CC=CC=1.[OH:7][C:8]1[CH:13]=[CH:12][C:11]([C:14]([OH:23])([C:19]([F:22])([F:21])[F:20])[C:15]([F:18])([F:17])[F:16])=[CH:10][C:9]=1[CH2:24][CH2:25][CH3:26].[C:27](OC(=O)C)(=[O:29])[CH3:28].CO. Given the product [C:27]([O:7][C:8]1[CH:13]=[CH:12][C:11]([C:14]([OH:23])([C:15]([F:16])([F:17])[F:18])[C:19]([F:20])([F:21])[F:22])=[CH:10][C:9]=1[CH2:24][CH2:25][CH3:26])(=[O:29])[CH3:28], predict the reactants needed to synthesize it. (9) Given the product [NH2:13][C:11]1[N:12]=[C:7]([N:1]2[CH2:6][CH2:5][N:4]([C:30](=[O:31])[CH2:29][O:28][C:27]3[CH:33]=[CH:34][C:24]([Cl:23])=[CH:25][CH:26]=3)[CH2:3][CH2:2]2)[C:8]2[N:16]=[C:15]([C:17]3[CH:22]=[CH:21][CH:20]=[CH:19][N:18]=3)[S:14][C:9]=2[N:10]=1, predict the reactants needed to synthesize it. The reactants are: [N:1]1([C:7]2[C:8]3[N:16]=[C:15]([C:17]4[CH:22]=[CH:21][CH:20]=[CH:19][N:18]=4)[S:14][C:9]=3[N:10]=[C:11]([NH2:13])[N:12]=2)[CH2:6][CH2:5][NH:4][CH2:3][CH2:2]1.[Cl:23][C:24]1[CH:34]=[CH:33][C:27]([O:28][CH2:29][C:30](O)=[O:31])=[CH:26][CH:25]=1. (10) The reactants are: [Br:1][C:2]1[CH:7]=[C:6](I)[C:5]([Br:9])=[CH:4][C:3]=1I.[CH3:11][C:12]([OH:16])([C:14]#[CH:15])[CH3:13]. Given the product [Br:1][C:2]1[CH:7]=[C:6]([C:15]#[C:14][C:12]([OH:16])([CH3:13])[CH3:11])[C:5]([Br:9])=[CH:4][C:3]=1[C:15]#[C:14][C:12]([CH3:13])([OH:16])[CH3:11], predict the reactants needed to synthesize it.